This data is from Catalyst prediction with 721,799 reactions and 888 catalyst types from USPTO. The task is: Predict which catalyst facilitates the given reaction. (1) Reactant: [NH2:1][C:2]1[CH:7]=[C:6]([O:8][C:9]([F:12])([F:11])[F:10])[CH:5]=[CH:4][C:3]=1[OH:13].C(=O)(O)[O-].[Na+].[Br:19][CH2:20][C:21](Br)=[O:22]. Product: [Br:19][CH2:20][C:21]([NH:1][C:2]1[CH:7]=[C:6]([O:8][C:9]([F:10])([F:11])[F:12])[CH:5]=[CH:4][C:3]=1[OH:13])=[O:22]. The catalyst class is: 22. (2) Reactant: [CH3:1][O:2][C:3](=[O:55])[C@@H:4]([NH:20][C:21]([C@@H:23]1[CH2:36][C:35]2[CH:34]=[C:33]3[C:28]([O:29][C@@H:30]([C:39]4[CH:44]=[CH:43][C:42]([OH:45])=[CH:41][CH:40]=4)[C:31](=[O:38])[N:32]3[CH3:37])=[CH:27][C:26]=2[CH2:25][N:24]1[C@H:46]([C:49]1[CH:54]=[CH:53][CH:52]=[CH:51][CH:50]=1)[CH2:47][CH3:48])=[O:22])[CH2:5][C:6]1[CH:11]=[CH:10][C:9]([C:12]2[CH:17]=[CH:16][C:15]([C:18]#[N:19])=[CH:14][CH:13]=2)=[CH:8][CH:7]=1.[Cl:56][C:57]1[CH:58]=[C:59]([CH:62]=[CH:63][C:64]=1[Cl:65])[CH2:60]Br.C(=O)([O-])[O-].[K+].[K+].C(=O)(O)[O-].[Na+]. Product: [CH3:1][O:2][C:3](=[O:55])[C@@H:4]([NH:20][C:21]([C@@H:23]1[CH2:36][C:35]2[CH:34]=[C:33]3[C:28]([O:29][C@@H:30]([C:39]4[CH:40]=[CH:41][C:42]([O:45][CH2:60][C:59]5[CH:62]=[CH:63][C:64]([Cl:65])=[C:57]([Cl:56])[CH:58]=5)=[CH:43][CH:44]=4)[C:31](=[O:38])[N:32]3[CH3:37])=[CH:27][C:26]=2[CH2:25][N:24]1[C@H:46]([C:49]1[CH:50]=[CH:51][CH:52]=[CH:53][CH:54]=1)[CH2:47][CH3:48])=[O:22])[CH2:5][C:6]1[CH:11]=[CH:10][C:9]([C:12]2[CH:13]=[CH:14][C:15]([C:18]#[N:19])=[CH:16][CH:17]=2)=[CH:8][CH:7]=1. The catalyst class is: 3. (3) Reactant: [CH3:1][O:2][C:3]([C:5]1[N:6]=[C:7]([NH:10][C:11](=[O:28])[CH:12]([C:19]2[CH:24]=[CH:23][C:22]([N+:25]([O-])=O)=[CH:21][CH:20]=2)[CH2:13][CH:14]2[CH2:18][CH2:17][CH2:16][CH2:15]2)[S:8][CH:9]=1)=[O:4]. Product: [CH3:1][O:2][C:3]([C:5]1[N:6]=[C:7]([NH:10][C:11](=[O:28])[CH:12]([C:19]2[CH:20]=[CH:21][C:22]([NH2:25])=[CH:23][CH:24]=2)[CH2:13][CH:14]2[CH2:15][CH2:16][CH2:17][CH2:18]2)[S:8][CH:9]=1)=[O:4]. The catalyst class is: 78. (4) Reactant: C(OC([N:8]1[CH2:12][CH2:11][CH:10]([N:13]([CH2:18][C:19]2[CH:24]=[CH:23][C:22]([Cl:25])=[CH:21][CH:20]=2)[CH2:14][CH:15]([CH3:17])[CH3:16])[CH2:9]1)=O)(C)(C)C.FC(F)(F)C(O)=O. Product: [Cl:25][C:22]1[CH:23]=[CH:24][C:19]([CH2:18][N:13]([CH2:14][CH:15]([CH3:17])[CH3:16])[CH:10]2[CH2:11][CH2:12][NH:8][CH2:9]2)=[CH:20][CH:21]=1. The catalyst class is: 4. (5) Reactant: C([O:3][C:4](=[O:33])[C:5]([N:7]([CH2:29][CH:30]([CH3:32])[CH3:31])[C@H:8]1[CH2:13][C@@H:12]([C:14]([N:16]2[CH2:21][CH2:20][O:19][CH2:18][CH2:17]2)=[O:15])[CH2:11][N:10]([C:22]([O:24][C:25]([CH3:28])([CH3:27])[CH3:26])=[O:23])[CH2:9]1)=[O:6])C.[OH-].[Na+].Cl. Product: [C:25]([O:24][C:22]([N:10]1[CH2:11][C@H:12]([C:14]([N:16]2[CH2:17][CH2:18][O:19][CH2:20][CH2:21]2)=[O:15])[CH2:13][C@H:8]([N:7]([C:5](=[O:6])[C:4]([OH:33])=[O:3])[CH2:29][CH:30]([CH3:32])[CH3:31])[CH2:9]1)=[O:23])([CH3:27])([CH3:28])[CH3:26]. The catalyst class is: 8. (6) Reactant: [Cl:1][C:2]1[CH:21]=[CH:20][C:5]([C:6]([NH:8][C:9]2[N:14]=[CH:13][C:12]([CH:15]([CH3:19])[C:16]([OH:18])=O)=[CH:11][CH:10]=2)=[O:7])=[CH:4][CH:3]=1.ON1C2C=CC=CC=2N=N1.C(N=C=NCCCN(C)C)C.C(N(CC)CC)C.[Cl:50][C:51]1[CH:52]=[C:53]([N:57]2[C:61]([CH2:62][NH2:63])=[CH:60][C:59]([C:64]([F:67])([F:66])[F:65])=[N:58]2)[CH:54]=[CH:55][CH:56]=1. Product: [Cl:1][C:2]1[CH:3]=[CH:4][C:5]([C:6]([NH:8][C:9]2[CH:10]=[CH:11][C:12]([CH:15]([CH3:19])[C:16]([NH:63][CH2:62][C:61]3[N:57]([C:53]4[CH:54]=[CH:55][CH:56]=[C:51]([Cl:50])[CH:52]=4)[N:58]=[C:59]([C:64]([F:67])([F:66])[F:65])[CH:60]=3)=[O:18])=[CH:13][N:14]=2)=[O:7])=[CH:20][CH:21]=1. The catalyst class is: 35. (7) Reactant: FC(F)(F)C(O)=O.[F:8][C:9]1[CH:14]=[CH:13][C:12]([NH:15][C:16]([C:18]2[CH:23]=[N:22][C:21]([O:24][CH3:25])=[CH:20][N:19]=2)=[O:17])=[CH:11][C:10]=1[C@:26]12[CH2:34][O:33][C@H:32]([CH3:35])[C@H:31]1[C:30](=[O:36])[N:29]([CH3:37])[C:28]([NH:38]C(=O)OC(C)(C)C)=[N:27]2. Product: [NH2:38][C:28]1[N:29]([CH3:37])[C:30](=[O:36])[C@@H:31]2[C@@H:32]([CH3:35])[O:33][CH2:34][C@:26]2([C:10]2[CH:11]=[C:12]([NH:15][C:16]([C:18]3[CH:23]=[N:22][C:21]([O:24][CH3:25])=[CH:20][N:19]=3)=[O:17])[CH:13]=[CH:14][C:9]=2[F:8])[N:27]=1. The catalyst class is: 2.